This data is from Catalyst prediction with 721,799 reactions and 888 catalyst types from USPTO. The task is: Predict which catalyst facilitates the given reaction. Product: [CH:17]1([N:7]2[CH2:8][C:9]([F:16])([F:15])[C:10](=[O:14])[N:11]([CH2:12][CH3:13])[C:5]3[CH:4]=[N:3][C:2]([NH:23][C:24]4[CH:25]=[CH:26][C:27]([C:28]([NH:30][CH:31]5[CH2:36][CH2:35][O:34][CH2:33][CH2:32]5)=[O:29])=[CH:37][CH:38]=4)=[N:22][C:6]2=3)[CH2:21][CH2:20][CH2:19][CH2:18]1. Reactant: Cl[C:2]1[N:3]=[CH:4][C:5]2[N:11]([CH2:12][CH3:13])[C:10](=[O:14])[C:9]([F:16])([F:15])[CH2:8][N:7]([CH:17]3[CH2:21][CH2:20][CH2:19][CH2:18]3)[C:6]=2[N:22]=1.[NH2:23][C:24]1[CH:38]=[CH:37][C:27]([C:28]([NH:30][CH:31]2[CH2:36][CH2:35][O:34][CH2:33][CH2:32]2)=[O:29])=[CH:26][CH:25]=1.O.C1(C)C=CC(S(O)(=O)=O)=CC=1. The catalyst class is: 41.